From a dataset of Catalyst prediction with 721,799 reactions and 888 catalyst types from USPTO. Predict which catalyst facilitates the given reaction. (1) Reactant: C([N:8]1[CH2:17][CH2:16][C:15]2[N:14]=[C:13]([Cl:18])[CH:12]=[CH:11][C:10]=2[CH2:9]1)C1C=CC=CC=1.[CH:19]1([Mg]Br)[CH2:22][CH2:21][CH2:20]1. Product: [ClH:18].[CH:19]1([C:13]2[CH:12]=[CH:11][C:10]3[CH2:9][NH:8][CH2:17][CH2:16][C:15]=3[N:14]=2)[CH2:22][CH2:21][CH2:20]1. The catalyst class is: 1. (2) Reactant: [CH2:1]([N:8]1[CH2:12][CH2:11][CH:10]([NH2:13])[CH2:9]1)[C:2]1[CH:7]=[CH:6][CH:5]=[CH:4][CH:3]=1.[C:14](#[N:17])[CH:15]=[CH2:16]. Product: [CH2:1]([N:8]1[CH2:12][CH2:11][CH:10]([NH:13][CH2:16][CH2:15][C:14]#[N:17])[CH2:9]1)[C:2]1[CH:3]=[CH:4][CH:5]=[CH:6][CH:7]=1. The catalyst class is: 5.